From a dataset of Full USPTO retrosynthesis dataset with 1.9M reactions from patents (1976-2016). Predict the reactants needed to synthesize the given product. Given the product [F:1][C:2]1[CH:10]=[C:9]([N+:12]([O-:14])=[O:13])[C:8]2[C:4](=[CH:5][C:6](=[O:11])[N:7]=2)[CH:3]=1.[F:1][C:2]1[CH:3]=[C:4]2[C:8](=[C:9]([N+:12]([O-:15])=[O:13])[CH:10]=1)[NH:7][C:6](=[O:11])[CH2:5]2, predict the reactants needed to synthesize it. The reactants are: [F:1][C:2]1[CH:3]=[C:4]2[C:8](=[CH:9][CH:10]=1)[NH:7][C:6](=[O:11])[CH2:5]2.[N+:12]([O-:15])([OH:14])=[O:13].